Dataset: Catalyst prediction with 721,799 reactions and 888 catalyst types from USPTO. Task: Predict which catalyst facilitates the given reaction. (1) Reactant: [C:1](=[O:4])([O-:3])[O-:2].[C:5]([OH:10])(=[O:9])[C:6]([OH:8])=[O:7]. Product: [C:5]([OH:10])(=[O:9])[C:6]([OH:8])=[O:7].[C:1](=[O:2])([OH:4])[OH:3]. The catalyst class is: 13. (2) Reactant: [Cl:1][C:2]1[N:3]=[C:4]([N:17]2[CH2:22][CH2:21][O:20][CH2:19][CH2:18]2)[C:5]2[O:10][C:9]3[N:11]=[CH:12][C:13]([CH:15]=O)=[CH:14][C:8]=3[C:6]=2[N:7]=1.[CH3:23][NH:24][CH3:25].[BH-](OC(C)=O)(OC(C)=O)OC(C)=O.[Na+]. Product: [Cl:1][C:2]1[N:3]=[C:4]([N:17]2[CH2:22][CH2:21][O:20][CH2:19][CH2:18]2)[C:5]2[O:10][C:9]3[N:11]=[CH:12][C:13]([CH2:15][N:24]([CH3:25])[CH3:23])=[CH:14][C:8]=3[C:6]=2[N:7]=1. The catalyst class is: 3. (3) Reactant: [F:1][C:2]1[CH:10]=[CH:9][CH:8]=[C:7]2[C:3]=1[C:4]([CH:11]1[CH2:16][CH2:15][C:14](=O)[CH2:13][CH2:12]1)=[CH:5][NH:6]2.[NH:18]1[C:26]2[C:21](=[C:22]([N:27]3[CH2:32][CH2:31][NH:30][CH2:29][CH2:28]3)[CH:23]=[CH:24][CH:25]=2)[CH:20]=[CH:19]1.C(O[BH-](OC(=O)C)OC(=O)C)(=O)C.[Na+].C(O)(=O)C. Product: [F:1][C:2]1[CH:10]=[CH:9][CH:8]=[C:7]2[C:3]=1[C:4]([C@H:11]1[CH2:16][CH2:15][C@@H:14]([N:30]3[CH2:31][CH2:32][N:27]([C:22]4[CH:23]=[CH:24][CH:25]=[C:26]5[C:21]=4[CH:20]=[CH:19][NH:18]5)[CH2:28][CH2:29]3)[CH2:13][CH2:12]1)=[CH:5][NH:6]2. The catalyst class is: 26. (4) Reactant: [CH3:1][S:2]([O:5][CH2:6][C:7]1[CH:12]=[CH:11][C:10]([C:13]2(O)[CH2:16][O:15][CH2:14]2)=[CH:9][CH:8]=1)(=[O:4])=[O:3].C(N(S(F)(F)[F:24])CC)C. Product: [CH3:1][S:2]([O:5][CH2:6][C:7]1[CH:12]=[CH:11][C:10]([C:13]2([F:24])[CH2:16][O:15][CH2:14]2)=[CH:9][CH:8]=1)(=[O:4])=[O:3]. The catalyst class is: 2. (5) Reactant: [C:1]([C:4]1[O:5][CH:6]=[CH:7][CH:8]=1)(=[O:3])[CH3:2].[Br:9]N1C(=O)CCC1=O. Product: [Br:9][C:6]1[O:5][C:4]([C:1](=[O:3])[CH3:2])=[CH:8][CH:7]=1. The catalyst class is: 9. (6) The catalyst class is: 4. Product: [C:14]([C:13]1[CH:16]=[C:9]([C:6]2[CH:5]=[CH:4][C:3]([CH2:2][NH:1][S:35]([C:30]3[CH:31]=[CH:32][CH:33]=[CH:34][C:29]=3[O:28][C:27]([F:26])([F:39])[F:40])(=[O:37])=[O:36])=[CH:8][CH:7]=2)[C:10]([O:17][CH3:18])=[N:11][CH:12]=1)#[N:15]. Reactant: [NH2:1][CH2:2][C:3]1[CH:8]=[CH:7][C:6]([C:9]2[C:10]([O:17][CH3:18])=[N:11][CH:12]=[C:13]([CH:16]=2)[C:14]#[N:15])=[CH:5][CH:4]=1.C(N(CC)CC)C.[F:26][C:27]([F:40])([F:39])[O:28][C:29]1[CH:34]=[CH:33][CH:32]=[CH:31][C:30]=1[S:35](Cl)(=[O:37])=[O:36]. (7) The catalyst class is: 44. Product: [Cl:1][C:2]1[C:3]2[CH:10]=[CH:9][N:8]([CH2:20][O:19][CH2:18][CH2:17][Si:14]([CH3:16])([CH3:15])[CH3:13])[C:4]=2[N:5]=[CH:6][N:7]=1. Reactant: [Cl:1][C:2]1[C:3]2[CH:10]=[CH:9][NH:8][C:4]=2[N:5]=[CH:6][N:7]=1.[H-].[Na+].[CH3:13][Si:14]([CH2:17][CH2:18][O:19][CH2:20]Cl)([CH3:16])[CH3:15].